The task is: Predict which catalyst facilitates the given reaction.. This data is from Catalyst prediction with 721,799 reactions and 888 catalyst types from USPTO. (1) Reactant: [CH:1]1([N:4]2[C:12]3[C:7](=[C:8]([O:18][CH3:19])[CH:9]=[C:10]([C:13]([O:15][CH2:16][CH3:17])=[O:14])[CH:11]=3)[CH:6]=[CH:5]2)[CH2:3][CH2:2]1.[Cl:20]N1C(=O)CCC1=O. Product: [CH2:16]([O:15][C:13]([C:10]1[CH:11]=[C:12]2[C:7]([C:6]([Cl:20])=[CH:5][N:4]2[CH:1]2[CH2:2][CH2:3]2)=[C:8]([O:18][CH3:19])[CH:9]=1)=[O:14])[CH3:17]. The catalyst class is: 49. (2) Reactant: [Br:1][C:2]1[CH:10]=[CH:9][C:5]([C:6]([OH:8])=[O:7])=[CH:4][CH:3]=1.FC(F)(F)S(O)(=O)=O.[CH3:19][C:20](=[CH2:22])[CH3:21]. Product: [C:20]([O:7][C:6](=[O:8])[C:5]1[CH:9]=[CH:10][C:2]([Br:1])=[CH:3][CH:4]=1)([CH3:22])([CH3:21])[CH3:19]. The catalyst class is: 4.